Dataset: Full USPTO retrosynthesis dataset with 1.9M reactions from patents (1976-2016). Task: Predict the reactants needed to synthesize the given product. (1) Given the product [CH:31]([N:17]([CH2:16][C:14]1[S:15][C:11]([C:7]2[CH:8]=[CH:9][CH:10]=[C:5]([S:2]([CH3:1])(=[O:3])=[O:4])[CH:6]=2)=[CH:12][CH:13]=1)[S:18]([C:21]1[CH:26]=[CH:25][CH:24]=[CH:23][C:22]=1[C:27]([F:30])([F:28])[F:29])(=[O:20])=[O:19])([CH3:33])[CH3:32], predict the reactants needed to synthesize it. The reactants are: [CH3:1][S:2]([C:5]1[CH:6]=[C:7]([C:11]2[S:15][C:14]([CH2:16][NH:17][S:18]([C:21]3[CH:26]=[CH:25][CH:24]=[CH:23][C:22]=3[C:27]([F:30])([F:29])[F:28])(=[O:20])=[O:19])=[CH:13][CH:12]=2)[CH:8]=[CH:9][CH:10]=1)(=[O:4])=[O:3].[CH:31](I)([CH3:33])[CH3:32].C(=O)([O-])[O-].[Cs+].[Cs+]. (2) The reactants are: C(O[C:4]([CH:6]1[C:11](=O)[CH2:10][CH2:9][N:8]([CH2:13][C:14]2[CH:19]=[CH:18][CH:17]=[CH:16][CH:15]=2)[CH2:7]1)=[O:5])C.Cl.[Cl:21][C:22]1[CH:23]=[C:24]([CH:28]=[C:29]([Cl:31])[CH:30]=1)[C:25]([NH2:27])=[NH:26]. Given the product [CH2:13]([N:8]1[CH2:9][CH2:10][C:11]2[N:27]=[C:25]([C:24]3[CH:28]=[C:29]([Cl:31])[CH:30]=[C:22]([Cl:21])[CH:23]=3)[N:26]=[C:4]([OH:5])[C:6]=2[CH2:7]1)[C:14]1[CH:15]=[CH:16][CH:17]=[CH:18][CH:19]=1, predict the reactants needed to synthesize it. (3) The reactants are: Br[C:2]1[C:3]2[CH:10]=[C:9]([CH2:11][O:12][C:13]3[CH:18]=[CH:17][C:16]([C:19]4([CH2:24][C:25]([O:27][CH2:28][CH3:29])=[O:26])[CH2:22][C:21](=[O:23])[CH2:20]4)=[CH:15][CH:14]=3)[CH:8]=[CH:7][C:4]=2[S:5][CH:6]=1.[B:30]1([B:30]2[O:34][C:33]([CH3:36])([CH3:35])[C:32]([CH3:38])([CH3:37])[O:31]2)[O:34][C:33]([CH3:36])([CH3:35])[C:32]([CH3:38])([CH3:37])[O:31]1.C(Cl)Cl.CC([O-])=O.[K+]. Given the product [O:23]=[C:21]1[CH2:22][C:19]([CH2:24][C:25]([O:27][CH2:28][CH3:29])=[O:26])([C:16]2[CH:17]=[CH:18][C:13]([O:12][CH2:11][C:9]3[CH:8]=[CH:7][C:4]4[S:5][CH:6]=[C:2]([B:30]5[O:34][C:33]([CH3:36])([CH3:35])[C:32]([CH3:38])([CH3:37])[O:31]5)[C:3]=4[CH:10]=3)=[CH:14][CH:15]=2)[CH2:20]1, predict the reactants needed to synthesize it. (4) The reactants are: [OH:1][C:2]1[CH:3]=[CH:4][C:5]([CH:14]=[O:15])=[N:6][C:7]=1[C:8]1[CH:13]=[CH:12][CH:11]=[CH:10][CH:9]=1.C([O-])([O-])=O.[Cs+].[Cs+].Br[CH2:23][CH2:24][O:25][Si:26]([C:29]([CH3:32])([CH3:31])[CH3:30])([CH3:28])[CH3:27]. Given the product [Si:26]([O:25][CH2:24][CH2:23][O:1][C:2]1[CH:3]=[CH:4][C:5]([CH:14]=[O:15])=[N:6][C:7]=1[C:8]1[CH:13]=[CH:12][CH:11]=[CH:10][CH:9]=1)([C:29]([CH3:32])([CH3:31])[CH3:30])([CH3:28])[CH3:27], predict the reactants needed to synthesize it. (5) The reactants are: [F:1][C:2]1[CH:7]=[CH:6][C:5]([N:8]2[C:16]3[C:11](=[CH:12][C:13](OS(C(F)(F)F)(=O)=O)=[CH:14][CH:15]=3)[CH:10]=[CH:9]2)=[CH:4][CH:3]=1.[CH3:25][C:26]([N:30]([CH2:34][CH3:35])[CH2:31][CH2:32][OH:33])([CH3:29])[C:27]#[CH:28]. Given the product [CH2:34]([N:30]([C:26]([CH3:25])([CH3:29])[C:27]#[C:28][C:13]1[CH:12]=[C:11]2[C:16](=[CH:15][CH:14]=1)[N:8]([C:5]1[CH:6]=[CH:7][C:2]([F:1])=[CH:3][CH:4]=1)[CH:9]=[CH:10]2)[CH2:31][CH2:32][OH:33])[CH3:35], predict the reactants needed to synthesize it. (6) Given the product [NH:1]([CH2:2][CH2:3][CH2:4][NH:5][C:6]([C:8]1[S:12][C:11]([C:13]([NH:15][CH:16]([C:21]2[CH:22]=[CH:23][CH:24]=[CH:25][CH:26]=2)[CH2:17][C:18]([OH:20])=[O:19])=[O:14])=[CH:10][CH:9]=1)=[O:7])[C:33]([NH2:29])=[NH:37], predict the reactants needed to synthesize it. The reactants are: [NH2:1][CH2:2][CH2:3][CH2:4][NH:5][C:6]([C:8]1[S:12][C:11]([C:13]([NH:15][CH:16]([C:21]2[CH:26]=[CH:25][CH:24]=[CH:23][CH:22]=2)[CH2:17][C:18]([OH:20])=[O:19])=[O:14])=[CH:10][CH:9]=1)=[O:7].CC[N:29]([CH:33](C)C)C(C)C.C[N:37](C=O)C.